This data is from Forward reaction prediction with 1.9M reactions from USPTO patents (1976-2016). The task is: Predict the product of the given reaction. (1) Given the reactants [CH2:1]([O:8][CH2:9][N:10]1[C:18]2[C:17]([O:19][CH3:20])=[N:16][CH:15]=[N:14][C:13]=2[C:12]([C@H:21]2[C@H:25]([OH:26])[C@H:24]([OH:27])[C@@H:23]([CH2:28][O:29][C:30]([C:43]3[CH:48]=[CH:47][CH:46]=[CH:45][CH:44]=3)([C:37]3[CH:42]=[CH:41][CH:40]=[CH:39][CH:38]=3)[C:31]3[CH:36]=[CH:35][CH:34]=[CH:33][CH:32]=3)[N:22]2[C:49]([O:51][C:52]([CH3:55])([CH3:54])[CH3:53])=[O:50])=[CH:11]1)[C:2]1[CH:7]=[CH:6][CH:5]=[CH:4][CH:3]=1.C([Sn](=O)CCCC)CCC.[CH3:66][O:67][C:68]1[CH:75]=[CH:74][C:71]([CH2:72]Cl)=[CH:70][CH:69]=1, predict the reaction product. The product is: [CH2:1]([O:8][CH2:9][N:10]1[C:18]2[C:17]([O:19][CH3:20])=[N:16][CH:15]=[N:14][C:13]=2[C:12]([C@H:21]2[C@H:25]([O:26][CH2:72][C:71]3[CH:74]=[CH:75][C:68]([O:67][CH3:66])=[CH:69][CH:70]=3)[C@H:24]([OH:27])[C@@H:23]([CH2:28][O:29][C:30]([C:37]3[CH:38]=[CH:39][CH:40]=[CH:41][CH:42]=3)([C:43]3[CH:48]=[CH:47][CH:46]=[CH:45][CH:44]=3)[C:31]3[CH:36]=[CH:35][CH:34]=[CH:33][CH:32]=3)[N:22]2[C:49]([O:51][C:52]([CH3:55])([CH3:54])[CH3:53])=[O:50])=[CH:11]1)[C:2]1[CH:7]=[CH:6][CH:5]=[CH:4][CH:3]=1. (2) Given the reactants C1(C)C=CC(S(O[CH2:11][CH:12]2[CH2:16][S:15][C:14]([NH:17][C:18](=[O:24])[O:19][C:20]([CH3:23])([CH3:22])[CH3:21])=[N:13]2)(=O)=O)=CC=1.[SH:26][C:27]1[CH:32]=[CH:31][N:30]=[CH:29][CH:28]=1.C(=O)([O-])[O-].[K+].[K+], predict the reaction product. The product is: [N:30]1[CH:31]=[CH:32][C:27]([S:26][CH2:11][CH:12]2[CH2:16][S:15][C:14]([NH:17][C:18](=[O:24])[O:19][C:20]([CH3:21])([CH3:22])[CH3:23])=[N:13]2)=[CH:28][CH:29]=1. (3) Given the reactants [F:1][C:2]([F:35])([F:34])[C:3]1[CH:4]=[C:5]([CH:27]=[C:28]([C:30]([F:33])([F:32])[F:31])[CH:29]=1)[CH2:6][N:7]([CH:11]1[CH2:17][CH2:16][CH2:15][NH:14][C:13]2[C:18](Br)=[CH:19][C:20]([C:22]([F:25])([F:24])[F:23])=[CH:21][C:12]1=2)[C:8](=[O:10])[CH3:9].[CH3:36]B(O)O.[F-].[Cs+], predict the reaction product. The product is: [F:1][C:2]([F:35])([F:34])[C:3]1[CH:4]=[C:5]([CH:27]=[C:28]([C:30]([F:33])([F:32])[F:31])[CH:29]=1)[CH2:6][N:7]([CH:11]1[CH2:17][CH2:16][CH2:15][NH:14][C:13]2[C:18]([CH3:36])=[CH:19][C:20]([C:22]([F:25])([F:24])[F:23])=[CH:21][C:12]1=2)[C:8](=[O:10])[CH3:9].